The task is: Predict the reactants needed to synthesize the given product.. This data is from Full USPTO retrosynthesis dataset with 1.9M reactions from patents (1976-2016). (1) Given the product [CH3:33][C:23]1[CH:28]=[CH:27][C:26]([S:29]([O:14][CH2:13][C:10]2[CH:11]=[CH:12][C:7]([C:2]([F:15])([F:1])[C:3]([F:5])([F:4])[F:6])=[CH:8][CH:9]=2)(=[O:31])=[O:30])=[CH:25][CH:24]=1, predict the reactants needed to synthesize it. The reactants are: [F:1][C:2]([F:15])([C:7]1[CH:12]=[CH:11][C:10]([CH2:13][OH:14])=[CH:9][CH:8]=1)[C:3]([F:6])([F:5])[F:4].C(N(CC)CC)C.[C:23]1([CH3:33])[CH:28]=[CH:27][C:26]([S:29](Cl)(=[O:31])=[O:30])=[CH:25][CH:24]=1. (2) Given the product [Cl:30][C:31]1[N:36]=[CH:35][N:34]=[C:33]([N:17]2[CH2:18][CH2:19][CH:14]([N:10]3[CH2:9][CH2:8][C:7]4[CH:20]=[C:3]([O:2][CH3:1])[CH:4]=[CH:5][C:6]=4[NH:12][C:11]3=[O:13])[CH2:15][CH2:16]2)[N:32]=1, predict the reactants needed to synthesize it. The reactants are: [CH3:1][O:2][C:3]1[CH:4]=[CH:5][C:6]2[NH:12][C:11](=[O:13])[N:10]([CH:14]3[CH2:19][CH2:18][NH:17][CH2:16][CH2:15]3)[CH2:9][CH2:8][C:7]=2[CH:20]=1.CCN(C(C)C)C(C)C.[Cl:30][C:31]1[N:36]=[C:35](Cl)[N:34]=[CH:33][N:32]=1. (3) Given the product [S:30]1[C:34](/[C:2](/[C:20]2[CH:25]=[CH:24][C:23]([C:26]([F:29])([F:28])[F:27])=[CH:22][CH:21]=2)=[CH:3]\[CH2:4][S:5][C:6]2[CH:18]=[CH:17][C:9]([O:10][CH2:11][C:12]([O:14][CH2:15][CH3:16])=[O:13])=[C:8]([CH3:19])[CH:7]=2)=[CH:33][C:32]2[CH:48]=[CH:49][CH:50]=[CH:51][C:31]1=2, predict the reactants needed to synthesize it. The reactants are: I/[C:2](/[C:20]1[CH:25]=[CH:24][C:23]([C:26]([F:29])([F:28])[F:27])=[CH:22][CH:21]=1)=[CH:3]\[CH2:4][S:5][C:6]1[CH:18]=[CH:17][C:9]([O:10][CH2:11][C:12]([O:14][CH2:15][CH3:16])=[O:13])=[C:8]([CH3:19])[CH:7]=1.[S:30]1[C:34]([Sn](CCCC)(CCCC)CCCC)=[CH:33][C:32]2[CH:48]=[CH:49][CH:50]=[CH:51][C:31]1=2.C(Cl)(Cl)Cl.C(P(C(C)(C)C)C(C)(C)C)(C)(C)C.C1CCCCC1.[F-].[K+]. (4) Given the product [Cl:1][C:2]1[CH:3]=[CH:4][C:5]([CH3:21])=[C:6]([C:8]2[CH:13]=[CH:12][N:11]=[CH:10][C:9]=2[NH2:14])[CH:7]=1, predict the reactants needed to synthesize it. The reactants are: [Cl:1][C:2]1[CH:3]=[CH:4][C:5]([CH3:21])=[C:6]([C:8]2[CH:13]=[CH:12][N:11]=[CH:10][C:9]=2[NH:14]C(=O)C(C)(C)C)[CH:7]=1.[OH-].[Na+].CCOC(C)=O.